This data is from Full USPTO retrosynthesis dataset with 1.9M reactions from patents (1976-2016). The task is: Predict the reactants needed to synthesize the given product. (1) The reactants are: [OH-:1].[K+].[C:3]([C:5]1[CH:23]=[CH:22][C:8]2[N:9]([C:16]3[CH:21]=[CH:20][CH:19]=[CH:18][CH:17]=3)[CH2:10][CH2:11][O:12][CH:13]([CH3:15])[CH2:14][C:7]=2[CH:6]=1)#[N:4].CO. Given the product [CH3:15][CH:13]1[CH2:14][C:7]2[CH:6]=[C:5]([C:3]([NH2:4])=[O:1])[CH:23]=[CH:22][C:8]=2[N:9]([C:16]2[CH:17]=[CH:18][CH:19]=[CH:20][CH:21]=2)[CH2:10][CH2:11][O:12]1, predict the reactants needed to synthesize it. (2) Given the product [N:27]1([NH:26][C:8]([C:7]2[C:2]([Cl:1])=[N:3][C:4]([C:18]3[CH:23]=[CH:22][C:21]([Cl:24])=[CH:20][C:19]=3[Cl:25])=[C:5]([C:11]3[CH:12]=[CH:13][C:14]([Cl:17])=[CH:15][CH:16]=3)[CH:6]=2)=[O:9])[CH2:32][CH2:31][CH2:30][CH2:29][CH2:28]1, predict the reactants needed to synthesize it. The reactants are: [Cl:1][C:2]1[C:7]([C:8](Cl)=[O:9])=[CH:6][C:5]([C:11]2[CH:16]=[CH:15][C:14]([Cl:17])=[CH:13][CH:12]=2)=[C:4]([C:18]2[CH:23]=[CH:22][C:21]([Cl:24])=[CH:20][C:19]=2[Cl:25])[N:3]=1.[NH2:26][N:27]1[CH2:32][CH2:31][CH2:30][CH2:29][CH2:28]1. (3) The reactants are: Cl[C:2]1[C:11]2[C:6](=[CH:7][C:8]([O:14][CH3:15])=[C:9]([O:12][CH3:13])[CH:10]=2)[N:5]=[CH:4][CH:3]=1.[CH3:16][C:17]([C:19]1[C:24]([O:25][CH3:26])=[CH:23][C:22]([O:27][CH3:28])=[CH:21][C:20]=1[OH:29])=[O:18]. Given the product [CH3:28][O:27][C:22]1[CH:23]=[C:24]([O:25][CH3:26])[C:19]([C:17](=[O:18])[CH3:16])=[C:20]([O:29][C:2]2[C:11]3[C:6](=[CH:7][C:8]([O:14][CH3:15])=[C:9]([O:12][CH3:13])[CH:10]=3)[N:5]=[CH:4][CH:3]=2)[CH:21]=1, predict the reactants needed to synthesize it. (4) Given the product [N:8]1([C:1]([O:3][C:4]([CH3:7])([CH3:6])[CH3:5])=[O:2])[CH2:16][CH2:15][CH:11]([C:12]([O:14][CH2:17][C:23]2[CH:22]=[CH:32][CH:28]=[CH:29][CH:30]=2)=[O:13])[CH2:10][CH2:9]1, predict the reactants needed to synthesize it. The reactants are: [C:1]([N:8]1[CH2:16][CH2:15][CH:11]([C:12]([OH:14])=[O:13])[CH2:10][CH2:9]1)([O:3][C:4]([CH3:7])([CH3:6])[CH3:5])=[O:2].[CH3:17]N(C=O)C.[C:22](Cl)(=O)[C:23](Cl)=O.[CH2:28]1[CH2:32]O[CH2:30][CH2:29]1. (5) Given the product [CH3:35][O:34][C:31]([C:32]1[N:10]2[CH:23]=[C:7]([NH:6][C:4]([NH:3][CH2:1][CH3:2])=[O:5])[N:8]=[C:9]2[CH:14]=[C:13]([C:15]2[CH:16]=[N:17][CH:18]=[CH:19][CH:20]=2)[CH:12]=1)=[O:33], predict the reactants needed to synthesize it. The reactants are: [CH2:1]([NH:3][C:4]([NH:6][C:7]1[N:8]=[C:9]2[CH:14]=[C:13]([C:15]3[CH:16]=[N:17][CH:18]=[CH:19][CH:20]=3)[CH:12]=C(C=O)[N:10]2[CH:23]=1)=[O:5])[CH3:2].[C-]#N.[Na+].C(O)(=O)C.[C:31]([O:34][CH2:35]C)(=[O:33])[CH3:32].